Dataset: Reaction yield outcomes from USPTO patents with 853,638 reactions. Task: Predict the reaction yield, written as a fraction of the theoretical maximum amount of product (1.0 means a 100% yield; for example, 0.34 means a 34% yield). (1) The yield is 0.620. The catalyst is CC(O)C. The reactants are [C:1]([C:6]([O:8][CH2:9][CH3:10])=[O:7])#[C:2][C:3]([O-:5])=[O:4].[Br:11][C:12]1[CH:17]=[C:16]([O:18][CH3:19])[CH:15]=[CH:14][C:13]=1[OH:20].[F-].[CH2:22]([N+](CCCC)(CCCC)CCCC)[CH2:23]CC. The product is [Br:11][C:12]1[CH:17]=[C:16]([O:18][CH3:19])[CH:15]=[CH:14][C:13]=1[O:20]/[C:1](=[CH:2]\[C:3]([O:5][CH2:22][CH3:23])=[O:4])/[C:6]([O:8][CH2:9][CH3:10])=[O:7]. (2) The reactants are [Cl:1][C:2]1[CH:3]=[C:4]([CH:9]=[C:10]([CH3:12])[N:11]=1)[C:5]([O:7][CH3:8])=[O:6].C([O-])(O)=[O:14].[Na+]. The catalyst is CC(O)=O.OO. The product is [Cl:1][C:2]1[CH:3]=[C:4]([C:5]([O:7][CH3:8])=[O:6])[CH:9]=[C:10]([CH3:12])[N+:11]=1[O-:14]. The yield is 0.630. (3) The reactants are [CH3:1][Si](C=[N+]=[N-])(C)C.[C:8]([O:12][C:13](=[O:25])[CH2:14][C@@:15]1([CH2:21][C:22]([OH:24])=[O:23])[CH2:19][CH2:18][C@@H:17]([CH3:20])[CH2:16]1)([CH3:11])([CH3:10])[CH3:9]. The catalyst is C1(C)C=CC=CC=1.CO. The product is [C:8]([O:12][C:13](=[O:25])[CH2:14][C@@:15]1([CH2:21][C:22]([O:24][CH3:1])=[O:23])[CH2:19][CH2:18][C@@H:17]([CH3:20])[CH2:16]1)([CH3:9])([CH3:10])[CH3:11]. The yield is 0.924. (4) The reactants are [C:1]1([C:11]2[O:12][CH2:13][C@@H:14]([C:16]([O:18][C:19]([CH3:22])([CH3:21])[CH3:20])=[O:17])[N:15]=2)[C:10]2[C:5](=[CH:6][CH:7]=[CH:8][CH:9]=2)[CH:4]=[CH:3][CH:2]=1.[CH2:23](Br)[CH:24]=[CH:25][CH3:26]. The catalyst is C(Cl)Cl. The product is [CH2:23]([C@:14]1([C:16]([O:18][C:19]([CH3:22])([CH3:21])[CH3:20])=[O:17])[CH2:13][O:12][C:11]([C:1]2[C:10]3[C:5](=[CH:6][CH:7]=[CH:8][CH:9]=3)[CH:4]=[CH:3][CH:2]=2)=[N:15]1)[CH:24]=[CH:25][CH3:26]. The yield is 0.460. (5) The reactants are [F:1][C:2]([F:15])([F:14])[O:3][C:4]1[CH:9]=[CH:8][C:7]([S:10](Cl)(=[O:12])=[O:11])=[CH:6][CH:5]=1.[CH3:16][C:17]1[CH:21]=[C:20]([NH2:22])[N:19]([C:23]2[CH:32]=[CH:31][CH:30]=[C:29]3[C:24]=2[CH:25]=[CH:26][CH:27]=[N:28]3)[N:18]=1.ClCCl. The catalyst is N1C=CC=CC=1. The product is [CH3:16][C:17]1[CH:21]=[C:20]([NH:22][S:10]([C:7]2[CH:8]=[CH:9][C:4]([O:3][C:2]([F:15])([F:14])[F:1])=[CH:5][CH:6]=2)(=[O:12])=[O:11])[N:19]([C:23]2[CH:32]=[CH:31][CH:30]=[C:29]3[C:24]=2[CH:25]=[CH:26][CH:27]=[N:28]3)[N:18]=1. The yield is 0.100. (6) The reactants are [CH:1]([N:4]1[C:9]2=[N:10][C:11]([C:14]3[C:15]([CH3:31])=[N:16][C:17]([C:20]4[N:24](C5CCCCO5)[CH:23]=[N:22][N:21]=4)=[CH:18][CH:19]=3)=[CH:12][N:13]=[C:8]2[NH:7][CH2:6][C:5]1=[O:32])([CH3:3])[CH3:2].Cl. The catalyst is C(O)C. The product is [CH:1]([N:4]1[C:9]2=[N:10][C:11]([C:14]3[C:15]([CH3:31])=[N:16][C:17]([C:20]4[NH:24][CH:23]=[N:22][N:21]=4)=[CH:18][CH:19]=3)=[CH:12][N:13]=[C:8]2[NH:7][CH2:6][C:5]1=[O:32])([CH3:3])[CH3:2]. The yield is 0.620.